This data is from Forward reaction prediction with 1.9M reactions from USPTO patents (1976-2016). The task is: Predict the product of the given reaction. (1) Given the reactants [C:1]([C:3]1[CH:8]=[CH:7][C:6]([N:9]2[CH2:14][CH2:13][NH:12][CH2:11][CH2:10]2)=[CH:5][CH:4]=1)#[N:2].C(N(CC)CC)C.[C:22](O[C:22]([O:24][C:25]([CH3:28])([CH3:27])[CH3:26])=[O:23])([O:24][C:25]([CH3:28])([CH3:27])[CH3:26])=[O:23], predict the reaction product. The product is: [C:25]([O:24][C:22]([N:12]1[CH2:13][CH2:14][N:9]([C:6]2[CH:5]=[CH:4][C:3]([C:1]#[N:2])=[CH:8][CH:7]=2)[CH2:10][CH2:11]1)=[O:23])([CH3:28])([CH3:27])[CH3:26]. (2) Given the reactants [Br:1]N1C(=O)CCC1=O.C([C:11]1[C:12]([OH:21])=[C:13]([C:17]([CH3:20])=[CH:18][CH:19]=1)[C:14]([OH:16])=[O:15])C.C(N[CH:26]([CH3:28])C)(C)C, predict the reaction product. The product is: [Br:1][C:11]1[C:12]([OH:21])=[C:13]([C:17]([CH3:20])=[CH:18][CH:19]=1)[C:14]([O:16][CH2:26][CH3:28])=[O:15]. (3) Given the reactants [Cl:1][C:2]1[CH:3]=[C:4]([CH2:24][C:25]([O:27][CH2:28][CH3:29])=[O:26])[CH:5]=[C:6]([C:14]2[CH:19]=[CH:18][C:17]([C:20]([F:23])([F:22])[F:21])=[CH:16][CH:15]=2)[C:7]=1[O:8][CH2:9][C:10]([F:13])([F:12])[F:11].[H-].[Na+].Br[CH2:33][CH2:34][CH2:35][CH2:36][CH2:37]Br.[NH4+].[Cl-], predict the reaction product. The product is: [Cl:1][C:2]1[CH:3]=[C:4]([C:24]2([C:25]([O:27][CH2:28][CH3:29])=[O:26])[CH2:37][CH2:36][CH2:35][CH2:34][CH2:33]2)[CH:5]=[C:6]([C:14]2[CH:15]=[CH:16][C:17]([C:20]([F:21])([F:22])[F:23])=[CH:18][CH:19]=2)[C:7]=1[O:8][CH2:9][C:10]([F:13])([F:12])[F:11]. (4) Given the reactants [CH2:1]([O:8][C:9]([N:11]1[CH2:17][CH2:16][C:15](=O)[CH:14]([NH:19][C:20](=[O:22])[CH3:21])[CH2:13][CH2:12]1)=[O:10])[C:2]1[CH:7]=[CH:6][CH:5]=[CH:4][CH:3]=1.[OH-].COC(NS([N+](CC)(CC)CC)(=O)=O)=O, predict the reaction product. The product is: [CH3:21][C:20]1[O:22][C:15]2[CH2:16][CH2:17][N:11]([C:9]([O:8][CH2:1][C:2]3[CH:3]=[CH:4][CH:5]=[CH:6][CH:7]=3)=[O:10])[CH2:12][CH2:13][C:14]=2[N:19]=1.